Predict the product of the given reaction. From a dataset of Forward reaction prediction with 1.9M reactions from USPTO patents (1976-2016). (1) Given the reactants [NH2:1][S:2]([N:5]1[CH2:11][CH2:10][CH2:9][N:8]([C:12]([O:14][C:15]([CH3:18])([CH3:17])[CH3:16])=[O:13])[CH2:7][CH2:6]1)(=[O:4])=[O:3].C1(P(C2CCCCC2)C2C=CC=CC=2C2C(C(C)C)=CC(C(C)C)=CC=2C(C)C)CCCCC1.C(=O)([O-])[O-].[Cs+].[Cs+].Cl[C:60]1[CH:65]=[C:64]([O:66][CH3:67])[N:63]=[C:62]([S:68][CH2:69][C:70]2[CH:75]=[CH:74][CH:73]=[C:72]([F:76])[C:71]=2[F:77])[N:61]=1.[Cl-].[NH4+], predict the reaction product. The product is: [F:77][C:71]1[C:72]([F:76])=[CH:73][CH:74]=[CH:75][C:70]=1[CH2:69][S:68][C:62]1[N:61]=[C:60]([NH:1][S:2]([N:5]2[CH2:11][CH2:10][CH2:9][N:8]([C:12]([O:14][C:15]([CH3:18])([CH3:17])[CH3:16])=[O:13])[CH2:7][CH2:6]2)(=[O:3])=[O:4])[CH:65]=[C:64]([O:66][CH3:67])[N:63]=1. (2) Given the reactants [CH3:1][O:2][C:3]1[CH:17]=[CH:16][C:6]([O:7][C:8]([CH3:15])([CH3:14])[C:9](OCC)=[O:10])=[C:5]([N+:18]([O-])=O)[CH:4]=1, predict the reaction product. The product is: [CH3:1][O:2][C:3]1[CH:17]=[CH:16][C:6]2[O:7][C:8]([CH3:15])([CH3:14])[C:9](=[O:10])[NH:18][C:5]=2[CH:4]=1. (3) Given the reactants Br[C:2]1[S:10][C:9]2[C:8]([Cl:11])=[N:7][CH:6]=[N:5][C:4]=2[CH:3]=1.[CH3:12][Si:13]([C:16]#[CH:17])([CH3:15])[CH3:14], predict the reaction product. The product is: [Cl:11][C:8]1[C:9]2[S:10][C:2]([C:17]#[C:16][Si:13]([CH3:15])([CH3:14])[CH3:12])=[CH:3][C:4]=2[N:5]=[CH:6][N:7]=1.